From a dataset of Full USPTO retrosynthesis dataset with 1.9M reactions from patents (1976-2016). Predict the reactants needed to synthesize the given product. The reactants are: [Si:1]([O:8][C@@H:9]1[C@H:13]([CH2:14][O:15][Si:16]([C:19]([CH3:22])([CH3:21])[CH3:20])([CH3:18])[CH3:17])[CH2:12][C@@H:11]([O:23][C:24]2[CH:29]=[C:28](Cl)[N:27]=[CH:26][N:25]=2)[CH2:10]1)([C:4]([CH3:7])([CH3:6])[CH3:5])([CH3:3])[CH3:2].[CH2:31]([Mg]Br)[C:32]1[CH:37]=[CH:36][CH:35]=[CH:34][CH:33]=1. Given the product [CH2:31]([C:28]1[CH:29]=[C:24]([O:23][C@@H:11]2[CH2:12][C@@H:13]([CH2:9][O:8][Si:1]([C:4]([CH3:7])([CH3:5])[CH3:6])([CH3:2])[CH3:3])[C@@H:14]([O:15][Si:16]([C:19]([CH3:20])([CH3:21])[CH3:22])([CH3:18])[CH3:17])[CH2:10]2)[N:25]=[CH:26][N:27]=1)[C:32]1[CH:37]=[CH:36][CH:35]=[CH:34][CH:33]=1, predict the reactants needed to synthesize it.